Task: Predict the reaction yield, written as a fraction of the theoretical maximum amount of product (1.0 means a 100% yield; for example, 0.34 means a 34% yield).. Dataset: Reaction yield outcomes from USPTO patents with 853,638 reactions (1) The reactants are [O:1]([C:8]1[C:9]([NH:21][C:22]2[S:26][N:25]=[C:24]([CH:27]3[CH2:32][CH2:31][NH:30][CH2:29][CH2:28]3)[N:23]=2)=[N:10][CH:11]=[C:12]([S:14][C:15]2[CH:20]=[CH:19][CH:18]=[CH:17][N:16]=2)[CH:13]=1)[C:2]1[CH:7]=[CH:6][CH:5]=[CH:4][CH:3]=1.[C:33](OC(=O)C)(=[O:35])[CH3:34].C1COCC1. The catalyst is O. The product is [O:1]([C:8]1[C:9]([NH:21][C:22]2[S:26][N:25]=[C:24]([CH:27]3[CH2:32][CH2:31][N:30]([C:33](=[O:35])[CH3:34])[CH2:29][CH2:28]3)[N:23]=2)=[N:10][CH:11]=[C:12]([S:14][C:15]2[CH:20]=[CH:19][CH:18]=[CH:17][N:16]=2)[CH:13]=1)[C:2]1[CH:7]=[CH:6][CH:5]=[CH:4][CH:3]=1. The yield is 0.540. (2) The reactants are [O:1]=[C:2]1[NH:7][C:6]2[CH:8]=[C:9](C=O)[CH:10]=[CH:11][C:5]=2[O:4][CH2:3]1.COC1C=C2C(N=CC(SCCN3CCC(N)CC3)=N2)=CC=1.C(O)(=O)C.C([BH3-])#N.[Na+]. The catalyst is ClCCCl.CO. The product is [O:4]1[C:5]2[CH:11]=[CH:10][CH:9]=[CH:8][C:6]=2[NH:7][C:2](=[O:1])[CH2:3]1. The yield is 0.520. (3) The reactants are [C:1]1([C@@H:7]([NH:9][C:10]2[N:15]=[C:14]([N:16]3[C:20]4[CH:21]=[CH:22][C:23]([NH:25][C:26](=O)[C:27]5[CH:32]=[CH:31][CH:30]=[N:29][CH:28]=5)=[CH:24][C:19]=4[N:18]=[CH:17]3)[CH:13]=[N:12][CH:11]=2)[CH3:8])[CH:6]=[CH:5][CH:4]=[CH:3][CH:2]=1.[H-].[H-].[H-].[H-].[Li+].[Al+3]. No catalyst specified. The product is [C:1]1([C@@H:7]([NH:9][C:10]2[N:15]=[C:14]([N:16]3[C:20]4[CH:21]=[CH:22][C:23]([NH:25][CH2:26][C:27]5[CH:28]=[N:29][CH:30]=[CH:31][CH:32]=5)=[CH:24][C:19]=4[N:18]=[CH:17]3)[CH:13]=[N:12][CH:11]=2)[CH3:8])[CH:2]=[CH:3][CH:4]=[CH:5][CH:6]=1. The yield is 0.240. (4) The reactants are [F:1][C:2]1[CH:7]=[CH:6][C:5]([CH3:8])=[CH:4][C:3]=1B(O)O.Cl[C:13]1[C:21]2[C:16](=[CH:17][N:18]=[C:19]([C:22]3[CH:23]=[N:24][N:25]([CH3:27])[CH:26]=3)[CH:20]=2)[N:15](C2CCCCO2)[N:14]=1. No catalyst specified. The product is [F:1][C:2]1[CH:7]=[CH:6][C:5]([CH3:8])=[CH:4][C:3]=1[C:13]1[C:21]2[C:16](=[CH:17][N:18]=[C:19]([C:22]3[CH:23]=[N:24][N:25]([CH3:27])[CH:26]=3)[CH:20]=2)[NH:15][N:14]=1. The yield is 0.213. (5) No catalyst specified. The yield is 0.730. The product is [CH3:6][S:5][C:3]1[N:1]=[N:2][CH:16]=[C:14]([C:8]2[CH:13]=[CH:12][CH:11]=[CH:10][CH:9]=2)[N:4]=1. The reactants are [NH:1]([C:3]([S:5][CH3:6])=[NH:4])[NH2:2].O.[C:8]1([C:14]([CH:16]=O)=O)[CH:13]=[CH:12][CH:11]=[CH:10][CH:9]=1. (6) The reactants are S(Cl)(Cl)=O.CC1C=C(C=C(C)C=1)C(O)=O.CC1C=C(C(Cl)=O)C=C(C)C=1.[CH3:27][O:28][C:29]1[CH:30]=[C:31]2[C:36](=[CH:37][C:38]=1[O:39][CH3:40])[N:35]=[CH:34][CH:33]=[C:32]2[O:41][C:42]1[CH:48]=[CH:47][C:45]([NH2:46])=[CH:44][CH:43]=1.[CH3:49][C:50]1[CH:51]=[C:52]([C:57]([N:59]=[C:60]=[S:61])=[O:58])[CH:53]=[C:54]([CH3:56])[CH:55]=1. The catalyst is C1(C)C=CC=CC=1.C(O)C. The product is [CH3:27][O:28][C:29]1[CH:30]=[C:31]2[C:36](=[CH:37][C:38]=1[O:39][CH3:40])[N:35]=[CH:34][CH:33]=[C:32]2[O:41][C:42]1[CH:48]=[CH:47][C:45]([NH:46][C:60]([NH:59][C:57](=[O:58])[C:52]2[CH:51]=[C:50]([CH3:49])[CH:55]=[C:54]([CH3:56])[CH:53]=2)=[S:61])=[CH:44][CH:43]=1. The yield is 0.470. (7) The reactants are [C:1]1([OH:7])[CH:6]=[CH:5][CH:4]=[CH:3][CH:2]=1.[Al+3].[Cl-].[Cl-].[Cl-].[F:12][C:13]([F:21])([F:20])[C:14]([C:16]([F:19])([F:18])[F:17])=[O:15]. The catalyst is ClCCCl. The product is [F:12][C:13]([F:21])([F:20])[C:14]([C:2]1[CH:3]=[CH:4][CH:5]=[CH:6][C:1]=1[OH:7])([OH:15])[C:16]([F:19])([F:18])[F:17]. The yield is 0.824. (8) The reactants are Br.[Br:2][C:3]1[CH:4]=[C:5]([CH2:10]Br)[C:6]([NH2:9])=[N:7][CH:8]=1.Cl.[CH3:13][O:14][C:15](=[O:21])[C@H:16]1[CH2:20][CH2:19][CH2:18][NH:17]1.C(N(CC)CC)C. The catalyst is CC#N.O. The product is [CH3:13][O:14][C:15]([C@H:16]1[CH2:20][CH2:19][CH2:18][N:17]1[CH2:10][C:5]1[C:6]([NH2:9])=[N:7][CH:8]=[C:3]([Br:2])[CH:4]=1)=[O:21]. The yield is 0.900.